Task: Regression. Given two drug SMILES strings and cell line genomic features, predict the synergy score measuring deviation from expected non-interaction effect.. Dataset: NCI-60 drug combinations with 297,098 pairs across 59 cell lines (1) Drug 1: C1C(C(OC1N2C=NC3=C2NC=NCC3O)CO)O. Drug 2: CC1C(C(CC(O1)OC2CC(CC3=C2C(=C4C(=C3O)C(=O)C5=C(C4=O)C(=CC=C5)OC)O)(C(=O)CO)O)N)O.Cl. Cell line: T-47D. Synergy scores: CSS=39.1, Synergy_ZIP=0.0944, Synergy_Bliss=-2.56, Synergy_Loewe=-29.8, Synergy_HSA=-1.55. (2) Drug 1: CN(CC1=CN=C2C(=N1)C(=NC(=N2)N)N)C3=CC=C(C=C3)C(=O)NC(CCC(=O)O)C(=O)O. Drug 2: C(CC(=O)O)C(=O)CN.Cl. Cell line: NCI-H226. Synergy scores: CSS=43.6, Synergy_ZIP=-0.570, Synergy_Bliss=-3.22, Synergy_Loewe=-27.1, Synergy_HSA=-3.30. (3) Cell line: TK-10. Drug 2: C1=NC(=NC(=O)N1C2C(C(C(O2)CO)O)O)N. Synergy scores: CSS=18.1, Synergy_ZIP=-3.05, Synergy_Bliss=0.699, Synergy_Loewe=-8.12, Synergy_HSA=-0.241. Drug 1: CCC1=CC2CC(C3=C(CN(C2)C1)C4=CC=CC=C4N3)(C5=C(C=C6C(=C5)C78CCN9C7C(C=CC9)(C(C(C8N6C)(C(=O)OC)O)OC(=O)C)CC)OC)C(=O)OC.C(C(C(=O)O)O)(C(=O)O)O. (4) Drug 1: CC12CCC(CC1=CCC3C2CCC4(C3CC=C4C5=CN=CC=C5)C)O. Drug 2: CCN(CC)CCCC(C)NC1=C2C=C(C=CC2=NC3=C1C=CC(=C3)Cl)OC. Cell line: PC-3. Synergy scores: CSS=41.0, Synergy_ZIP=10.3, Synergy_Bliss=8.77, Synergy_Loewe=7.09, Synergy_HSA=10.2. (5) Drug 1: C#CCC(CC1=CN=C2C(=N1)C(=NC(=N2)N)N)C3=CC=C(C=C3)C(=O)NC(CCC(=O)O)C(=O)O. Drug 2: B(C(CC(C)C)NC(=O)C(CC1=CC=CC=C1)NC(=O)C2=NC=CN=C2)(O)O. Cell line: T-47D. Synergy scores: CSS=32.4, Synergy_ZIP=-2.26, Synergy_Bliss=-0.324, Synergy_Loewe=-0.887, Synergy_HSA=0.442. (6) Drug 1: C1=NNC2=C1C(=O)NC=N2. Drug 2: CC(C)NC(=O)C1=CC=C(C=C1)CNNC.Cl. Cell line: HL-60(TB). Synergy scores: CSS=-3.99, Synergy_ZIP=-0.146, Synergy_Bliss=-4.17, Synergy_Loewe=-6.39, Synergy_HSA=-6.02.